This data is from Reaction yield outcomes from USPTO patents with 853,638 reactions. The task is: Predict the reaction yield, written as a fraction of the theoretical maximum amount of product (1.0 means a 100% yield; for example, 0.34 means a 34% yield). The reactants are [Cu][C:2]#[N:3].I[C:5]1[CH:11]=[C:10]([CH3:12])[C:9]([CH3:13])=[CH:8][C:6]=1[NH2:7].N.C(Cl)Cl. The catalyst is CN(C=O)C. The product is [NH2:7][C:6]1[CH:8]=[C:9]([CH3:13])[C:10]([CH3:12])=[CH:11][C:5]=1[C:2]#[N:3]. The yield is 0.880.